From a dataset of Serine/threonine kinase 33 screen with 319,792 compounds. Binary Classification. Given a drug SMILES string, predict its activity (active/inactive) in a high-throughput screening assay against a specified biological target. (1) The molecule is Brc1ccc(N2NC(=O)C(/C2=O)=C/c2c(O)cc(O)cc2)cc1. The result is 0 (inactive). (2) The drug is Clc1ccc(S(=O)(=O)c2nc(S(=O)(=O)CC)sc2N2CCOCC2)cc1. The result is 0 (inactive). (3) The molecule is O=C(N1CCN(CC1)c1cc(NCc2occc2)c([N+]([O-])=O)cc1)c1ccc(cc1)C. The result is 0 (inactive). (4) The molecule is S(=O)(=O)(N(CC(=O)NCCC=1CCCCC1)C)c1cc2c(n(c(=O)n(c2=O)C)C)cc1. The result is 0 (inactive). (5) The molecule is O=C1N(C(=O)NC21CCC(CC2)CC)CC(=O)N1CCc2c1cccc2. The result is 0 (inactive). (6) The molecule is S(=O)(=O)(N1CCC(CC1)C)CCNC(=O)c1cc(OC)ccc1. The result is 0 (inactive). (7) The drug is S(=O)(=O)(NC(C(=O)Nc1c(CC)cccc1CC)c1ccccc1)c1sccc1. The result is 0 (inactive).